The task is: Predict the product of the given reaction.. This data is from Forward reaction prediction with 1.9M reactions from USPTO patents (1976-2016). (1) Given the reactants [NH2:1][CH2:2][C:3]1([N:7]([CH2:15][C:16]2[CH:21]=[CH:20][CH:19]=[CH:18][CH:17]=2)[CH2:8][C:9]2[CH:14]=[CH:13][CH:12]=[CH:11][CH:10]=2)[CH2:6][O:5][CH2:4]1.C(=O)(O)[O-].[Na+].[C:27](O[C:27]([O:29][C:30]([CH3:33])([CH3:32])[CH3:31])=[O:28])([O:29][C:30]([CH3:33])([CH3:32])[CH3:31])=[O:28], predict the reaction product. The product is: [CH2:15]([N:7]([CH2:8][C:9]1[CH:14]=[CH:13][CH:12]=[CH:11][CH:10]=1)[C:3]1([CH2:2][NH:1][C:27](=[O:28])[O:29][C:30]([CH3:33])([CH3:32])[CH3:31])[CH2:6][O:5][CH2:4]1)[C:16]1[CH:21]=[CH:20][CH:19]=[CH:18][CH:17]=1. (2) Given the reactants [F:1][C:2]1[CH:56]=[CH:55][C:5]([CH2:6][C:7]2([C:51]([O:53][CH3:54])=[O:52])[CH2:12][CH2:11][CH2:10][CH:9]([NH:13][C:14]([C:16]3[CH:17]=[C:18]4[C:22](=[CH:23][CH:24]=3)[N:21](C(C3C=CC=CC=3)(C3C=CC=CC=3)C3C=CC=CC=3)[N:20]=[C:19]4[C:44]3[CH:49]=[CH:48][N:47]=[C:46]([CH3:50])[CH:45]=3)=[O:15])[CH2:8]2)=[CH:4][CH:3]=1.FC(F)(F)C(O)=O.C([SiH](CC)CC)C, predict the reaction product. The product is: [F:1][C:2]1[CH:56]=[CH:55][C:5]([CH2:6][C:7]2([C:51]([O:53][CH3:54])=[O:52])[CH2:12][CH2:11][CH2:10][CH:9]([NH:13][C:14]([C:16]3[CH:17]=[C:18]4[C:22](=[CH:23][CH:24]=3)[NH:21][N:20]=[C:19]4[C:44]3[CH:49]=[CH:48][N:47]=[C:46]([CH3:50])[CH:45]=3)=[O:15])[CH2:8]2)=[CH:4][CH:3]=1.